The task is: Predict the reaction yield, written as a fraction of the theoretical maximum amount of product (1.0 means a 100% yield; for example, 0.34 means a 34% yield).. This data is from Reaction yield outcomes from USPTO patents with 853,638 reactions. The reactants are [N+](=[CH:3][C:4](=[O:13])[CH2:5][C:6]1[CH:11]=[CH:10][C:9]([I:12])=[CH:8][CH:7]=1)=[N-].[BrH:14].C(=O)(O)[O-].[Na+]. The catalyst is C(O)(=O)C. The product is [Br:14][CH2:3][C:4](=[O:13])[CH2:5][C:6]1[CH:11]=[CH:10][C:9]([I:12])=[CH:8][CH:7]=1. The yield is 0.944.